Dataset: Catalyst prediction with 721,799 reactions and 888 catalyst types from USPTO. Task: Predict which catalyst facilitates the given reaction. (1) Reactant: [C:1]([C:5]1[CH:6]=[C:7]([CH:11]2[CH2:16][CH:15]([C:17]([O:19][CH3:20])=[O:18])[CH2:14][CH2:13][NH:12]2)[CH:8]=[CH:9][CH:10]=1)([CH3:4])([CH3:3])[CH3:2].CCN(C(C)C)C(C)C.[C:30](Cl)(=[O:33])[O:31][CH3:32]. Product: [C:1]([C:5]1[CH:6]=[C:7]([CH:11]2[CH2:16][CH:15]([C:17]([O:19][CH3:20])=[O:18])[CH2:14][CH2:13][N:12]2[C:30]([O:31][CH3:32])=[O:33])[CH:8]=[CH:9][CH:10]=1)([CH3:4])([CH3:2])[CH3:3]. The catalyst class is: 2. (2) Reactant: Cl.Cl.[NH2:3][CH2:4][C:5]1[NH:13][C:12]2[C:11]([NH:14][C:15]3[CH:20]=[CH:19][C:18]([O:21][CH2:22][C:23]4[CH:28]=[CH:27][CH:26]=[C:25]([F:29])[CH:24]=4)=[C:17]([Cl:30])[CH:16]=3)=[N:10][CH:9]=[N:8][C:7]=2[CH:6]=1.Cl.[CH3:32][N:33]([CH3:40])[CH2:34]/[CH:35]=[CH:36]/[C:37](O)=[O:38].Cl.C(N=C=NCCCN(C)C)C.O.ON1C2C=CC=CC=2N=N1. Product: [Cl:30][C:17]1[CH:16]=[C:15]([NH:14][C:11]2[C:12]3[NH:13][C:5]([CH2:4][NH:3][C:37](=[O:38])/[CH:36]=[CH:35]/[CH2:34][N:33]([CH3:40])[CH3:32])=[CH:6][C:7]=3[N:8]=[CH:9][N:10]=2)[CH:20]=[CH:19][C:18]=1[O:21][CH2:22][C:23]1[CH:28]=[CH:27][CH:26]=[C:25]([F:29])[CH:24]=1. The catalyst class is: 681. (3) Reactant: Cl.[F:2][C:3]1[CH:8]=[CH:7][C:6]([C@H:9]2[C:14](=[O:15])[O:13][CH2:12][CH2:11][N:10]2[CH2:16][C:17]2[CH:22]=[CH:21][CH:20]=[CH:19][CH:18]=2)=[CH:5][CH:4]=1.[C:23](=[O:26])(O)[O-].[Na+].CCC(C)[BH-](C(C)CC)C(C)CC.[Li+].[F:42][C:43]([F:58])([F:57])[C:44]1[CH:45]=[C:46]([CH:50]=[C:51]([C:53]([F:56])([F:55])[F:54])[CH:52]=1)[C:47](Cl)=O. Product: [F:2][C:3]1[CH:4]=[CH:5][C:6]([C@H:9]2[C@@H:14]([O:15][C:23](=[O:26])[CH2:47][C:46]3[CH:50]=[C:51]([C:53]([F:55])([F:56])[F:54])[CH:52]=[C:44]([C:43]([F:42])([F:57])[F:58])[CH:45]=3)[O:13][CH2:12][CH2:11][N:10]2[CH2:16][C:17]2[CH:18]=[CH:19][CH:20]=[CH:21][CH:22]=2)=[CH:7][CH:8]=1. The catalyst class is: 13. (4) Reactant: [Br:1][C:2]1[CH:7]=[CH:6][C:5]([Br:8])=[CH:4][C:3]=1[S:9]([NH:12][C@H:13]1[CH2:17][N:16]([C:18](OC(C)(C)C)=O)[C@@H:15]([CH2:25][O:26][C:27]([NH:29][C:30]2[CH:35]=[CH:34][CH:33]=[CH:32][CH:31]=2)=[O:28])[CH2:14]1)(=[O:11])=[O:10].Cl.CC[N:39](C(C)C)C(C)C.BrC#N.C(O)C(N)(CO)CO. Product: [C:30]1([NH:29][C:27](=[O:28])[O:26][CH2:25][C@H:15]2[CH2:14][C@@H:13]([NH:12][S:9]([C:3]3[CH:4]=[C:5]([Br:8])[CH:6]=[CH:7][C:2]=3[Br:1])(=[O:10])=[O:11])[CH2:17][N:16]2[C:18]#[N:39])[CH:31]=[CH:32][CH:33]=[CH:34][CH:35]=1. The catalyst class is: 2. (5) Reactant: C([O:8][C:9]1[CH:10]=[C:11]([C:24]2[CH:29]=[CH:28][CH:27]=[CH:26][N:25]=2)[C:12]2[S:16][C:15]([NH:17][C:18]([NH:20][CH2:21][CH3:22])=[O:19])=[N:14][C:13]=2[CH:23]=1)C1C=CC=CC=1.CS(O)(=O)=O. Product: [CH2:21]([NH:20][C:18]([NH:17][C:15]1[S:16][C:12]2[C:11]([C:24]3[CH:29]=[CH:28][CH:27]=[CH:26][N:25]=3)=[CH:10][C:9]([OH:8])=[CH:23][C:13]=2[N:14]=1)=[O:19])[CH3:22]. The catalyst class is: 158. (6) Reactant: I[CH2:2][CH2:3][NH:4][C:5](=[O:11])[O:6][C:7]([CH3:10])([CH3:9])[CH3:8].[CH3:12][C:13]1[N:14]([CH2:27][CH:28]([CH3:30])[CH3:29])[C:15]2[C:24]3[CH:23]=[CH:22][C:21]([OH:25])=[CH:20][C:19]=3[N:18]=[CH:17][C:16]=2[N:26]=1.C(=O)([O-])[O-].[Cs+].[Cs+]. Product: [CH3:12][C:13]1[N:14]([CH2:27][CH:28]([CH3:30])[CH3:29])[C:15]2[C:24]3[CH:23]=[CH:22][C:21]([O:25][CH2:2][CH2:3][NH:4][C:5](=[O:11])[O:6][C:7]([CH3:10])([CH3:9])[CH3:8])=[CH:20][C:19]=3[N:18]=[CH:17][C:16]=2[N:26]=1. The catalyst class is: 3. (7) Reactant: [Cl:1][C:2]1[CH:7]=[CH:6][C:5]([N:8]=[C:9]=[O:10])=[C:4]([CH3:11])[CH:3]=1.[NH2:12][C:13]1[CH:14]=[C:15]([C:19]2[C:20]([CH3:27])([CH3:26])[CH2:21][C:22](=[O:25])[NH:23][N:24]=2)[CH:16]=[CH:17][CH:18]=1. Product: [Cl:1][C:2]1[CH:7]=[CH:6][C:5]([NH:8][C:9]([NH:12][C:13]2[CH:18]=[CH:17][CH:16]=[C:15]([C:19]3[C:20]([CH3:26])([CH3:27])[CH2:21][C:22](=[O:25])[NH:23][N:24]=3)[CH:14]=2)=[O:10])=[C:4]([CH3:11])[CH:3]=1. The catalyst class is: 13.